Binary Classification. Given a miRNA mature sequence and a target amino acid sequence, predict their likelihood of interaction. From a dataset of Experimentally validated miRNA-target interactions with 360,000+ pairs, plus equal number of negative samples. The miRNA is hsa-miR-615-5p with sequence GGGGGUCCCCGGUGCUCGGAUC. The protein sequence of the target gene is MDPRNTAMLGLGSDSEGFSRKSPSAISTGTLVSKREVELEKNTKEEEDLRKRNRERNIEAGKDDGLTDAQQQFSVKETNFSEGNLKLKIGLQAKRTKKPPKNLENYVCRPAIKTTIKHPRKALKSGKMTDEKNEHCPSKRDPSKLYKKADDVAAIECQSEEVIRLHSQGENNPLSKKLSPVHSEMADYINATPSTLLGSRDPDLKDRALLNGGTSVTEKLAQLIATCPPSKSSKTKPKKLGTGTTAGLVSKDLIRKAGVGSVAGIIHKDLIKKPTISTAVGLVTKDPGKKPVFNAAVGLV.... Result: 0 (no interaction).